From a dataset of Peptide-MHC class I binding affinity with 185,985 pairs from IEDB/IMGT. Regression. Given a peptide amino acid sequence and an MHC pseudo amino acid sequence, predict their binding affinity value. This is MHC class I binding data. (1) The peptide sequence is KLKHRDGFTK. The MHC is HLA-A03:01 with pseudo-sequence HLA-A03:01. The binding affinity (normalized) is 0.665. (2) The peptide sequence is EVAEKDAMY. The MHC is HLA-A02:19 with pseudo-sequence HLA-A02:19. The binding affinity (normalized) is 0.0847. (3) The peptide sequence is FPVTPQVPL. The MHC is HLA-B44:03 with pseudo-sequence HLA-B44:03. The binding affinity (normalized) is 0.0520. (4) The peptide sequence is GRNSRFPDK. The MHC is HLA-B40:01 with pseudo-sequence HLA-B40:01. The binding affinity (normalized) is 0.0847.